This data is from Full USPTO retrosynthesis dataset with 1.9M reactions from patents (1976-2016). The task is: Predict the reactants needed to synthesize the given product. (1) Given the product [C:35]([CH:17]([NH:16][C:2]1[C:11]([C:12]([OH:14])=[O:13])=[CH:10][C:9]2[C:4](=[CH:5][CH:6]=[C:7]([Cl:15])[CH:8]=2)[N:3]=1)[CH2:18][C:19]1[CH:20]=[CH:21][C:22]([NH:25][C:26]2[C:31]([C:32]([OH:34])=[O:33])=[CH:30][CH:29]=[CH:28][N:27]=2)=[CH:23][CH:24]=1)([OH:37])=[O:36], predict the reactants needed to synthesize it. The reactants are: Cl[C:2]1[C:11]([C:12]([OH:14])=[O:13])=[CH:10][C:9]2[C:4](=[CH:5][CH:6]=[C:7]([Cl:15])[CH:8]=2)[N:3]=1.[NH2:16][CH:17]([C:35]([OH:37])=[O:36])[CH2:18][C:19]1[CH:24]=[CH:23][C:22]([NH:25][C:26]2[C:31]([C:32]([OH:34])=[O:33])=[CH:30][CH:29]=[CH:28][N:27]=2)=[CH:21][CH:20]=1. (2) Given the product [Cl:1][C:2]1[CH:10]=[C:9]2[C:5]([CH:6]([C:12]3[CH:21]=[CH:20][C:19]4[C:14](=[CH:15][CH:16]=[CH:17][CH:18]=4)[CH:13]=3)[C:7](=[O:11])[NH:8]2)=[CH:4][CH:3]=1, predict the reactants needed to synthesize it. The reactants are: [Cl:1][C:2]1[CH:10]=[C:9]2[C:5]([C:6](O)([C:12]3[CH:21]=[CH:20][C:19]4[C:14](=[CH:15][CH:16]=[CH:17][CH:18]=4)[CH:13]=3)[C:7](=[O:11])[NH:8]2)=[CH:4][CH:3]=1.C([SiH](CC)CC)C.FC(F)(F)C(O)=O.C(=O)([O-])[O-].[Na+].[Na+]. (3) Given the product [CH:35]1([NH:34][C:29]2[CH:30]=[CH:31][CH:32]=[CH:33][C:28]=2[C:14](=[C:11]2[CH2:12][CH2:13][NH:8][CH2:9][CH2:10]2)[C:15]2[CH:20]=[CH:19][C:18]([C:21]([N:23]([CH2:26][CH3:27])[CH2:24][CH3:25])=[O:22])=[CH:17][CH:16]=2)[CH2:40][CH2:39][CH2:38][CH2:37][CH2:36]1, predict the reactants needed to synthesize it. The reactants are: CC(OC([N:8]1[CH2:13][CH2:12][C:11](=[C:14]([C:28]2[CH:33]=[CH:32][CH:31]=[CH:30][C:29]=2[NH2:34])[C:15]2[CH:20]=[CH:19][C:18]([C:21]([N:23]([CH2:26][CH3:27])[CH2:24][CH3:25])=[O:22])=[CH:17][CH:16]=2)[CH2:10][CH2:9]1)=O)(C)C.[C:35]1(=O)[CH2:40][CH2:39][CH2:38][CH2:37][CH2:36]1.[B][B][B][B][B][B][B][B][B][B].C(O)(C(F)(F)F)=O. (4) Given the product [CH3:14][O:15][C:16]1[CH:17]=[C:18]([NH:24][C:25]([S:26][CH3:8])=[C:5]([S:2]([CH3:1])(=[O:4])=[O:3])[C:6]#[N:7])[CH:19]=[C:20]([O:22][CH3:23])[CH:21]=1, predict the reactants needed to synthesize it. The reactants are: [CH3:1][S:2]([CH2:5][C:6]#[N:7])(=[O:4])=[O:3].[C:8](=O)([O-])[O-].[K+].[K+].[CH3:14][O:15][C:16]1[CH:17]=[C:18]([N:24]=[C:25]=[S:26])[CH:19]=[C:20]([O:22][CH3:23])[CH:21]=1.CI.